Dataset: Forward reaction prediction with 1.9M reactions from USPTO patents (1976-2016). Task: Predict the product of the given reaction. (1) The product is: [OH:2][C:1]1[CH:9]=[C:7]([OH:8])[CH:6]=[C:4]([OH:5])[C:3]=1[C:18]([CH2:17][C:14]1[CH:15]=[CH:16][C:11]([OH:10])=[CH:12][CH:13]=1)=[O:30]. Given the reactants [C:1]1([CH:9]=[C:7]([OH:8])[CH:6]=[C:4]([OH:5])[CH:3]=1)[OH:2].[OH:10][C:11]1[CH:16]=[CH:15][C:14]([CH2:17][C:18]#N)=[CH:13][CH:12]=1.[Cl-].[Al+3].[Cl-].[Cl-].Cl.[Cl-].[Ca+2].[Cl-].C([O:30]CC)C, predict the reaction product. (2) Given the reactants [C:12]([O:11][C:9](O[C:9]([O:11][C:12]([CH3:15])([CH3:14])[CH3:13])=[O:10])=[O:10])([CH3:15])([CH3:14])[CH3:13].[CH2:16]1[C:29]2[C:28]3[CH:27]=[CH:26][CH:25]=[CH:24][C:23]=3[NH:22][C:21]=2[CH2:20][CH2:19][NH:18][CH2:17]1.O, predict the reaction product. The product is: [CH2:16]1[C:29]2[C:28]3[CH:27]=[CH:26][CH:25]=[CH:24][C:23]=3[NH:22][C:21]=2[CH2:20][CH2:19][N:18]([C:9]([O:11][C:12]([CH3:13])([CH3:14])[CH3:15])=[O:10])[CH2:17]1. (3) Given the reactants [Cl:1][C:2]1[CH:18]=[CH:17][C:5]2[CH2:6][CH2:7][N:8]([C:11](=[O:16])[C:12]([F:15])([F:14])[F:13])[CH2:9][CH2:10][C:4]=2[C:3]=1OS(C(F)(F)F)(=O)=O.[CH3:27][NH:28][C:29]1[S:30][CH:31]=[C:32]([C:34]2[CH:41]=[CH:40][C:37]([CH2:38][NH2:39])=[CH:36][CH:35]=2)[N:33]=1, predict the reaction product. The product is: [Cl:1][C:2]1[CH:18]=[CH:17][C:5]2[CH2:6][CH2:7][N:8]([C:11](=[O:16])[C:12]([F:14])([F:15])[F:13])[CH2:9][CH2:10][C:4]=2[C:3]=1[NH:39][CH2:38][C:37]1[CH:36]=[CH:35][C:34]([C:32]2[N:33]=[C:29]([NH:28][CH3:27])[S:30][CH:31]=2)=[CH:41][CH:40]=1. (4) The product is: [CH2:12]([N:19]1[CH2:23][CH2:24][C:9]([C:5]2[CH:4]=[N:3][CH:8]=[CH:7][CH:6]=2)([C:10]#[N:11])[CH2:21][CH2:20]1)[C:13]1[CH:18]=[CH:17][CH:16]=[CH:15][CH:14]=1. Given the reactants [OH-].[K+].[N:3]1[CH:8]=[CH:7][CH:6]=[C:5]([CH2:9][C:10]#[N:11])[CH:4]=1.[CH2:12]([N:19]([CH2:23][CH2:24]Cl)[CH2:20][CH2:21]Cl)[C:13]1[CH:18]=[CH:17][CH:16]=[CH:15][CH:14]=1.C1OCCOCCOCCOCCOCCOC1, predict the reaction product. (5) Given the reactants [CH3:1][O:2][C:3]1[CH:11]=[C:10]2[C:6]([C:7]([CH2:18][C:19]3[N:24]=[C:23]([C:25]([O:27]C)=O)[CH:22]=[CH:21][CH:20]=3)=[C:8]([C:12]3[CH:17]=[CH:16][CH:15]=[CH:14][CH:13]=3)[NH:9]2)=[CH:5][CH:4]=1.[NH3:29].O1CCCC1, predict the reaction product. The product is: [CH3:1][O:2][C:3]1[CH:11]=[C:10]2[C:6]([C:7]([CH2:18][C:19]3[N:24]=[C:23]([C:25]([NH2:29])=[O:27])[CH:22]=[CH:21][CH:20]=3)=[C:8]([C:12]3[CH:17]=[CH:16][CH:15]=[CH:14][CH:13]=3)[NH:9]2)=[CH:5][CH:4]=1. (6) Given the reactants Br[C:2]1[C:3]([C:10]#[N:11])=[N:4][C:5]([C:8]#[N:9])=[CH:6][N:7]=1.[C:12]([C:14]([C:17]1[CH:18]=[C:19]([CH:35]=[CH:36][CH:37]=1)[C:20]([NH:22][C:23]1[CH:28]=[CH:27][C:26]([CH3:29])=[C:25]([NH:30][C:31](=[O:34])[CH2:32][SH:33])[CH:24]=1)=[O:21])([CH3:16])[CH3:15])#[N:13].C(=O)([O-])[O-].[K+].[K+], predict the reaction product. The product is: [NH2:11][C:10]1[C:3]2[C:2](=[N:7][CH:6]=[C:5]([C:8]#[N:9])[N:4]=2)[S:33][C:32]=1[C:31]([NH:30][C:25]1[CH:24]=[C:23]([NH:22][C:20](=[O:21])[C:19]2[CH:35]=[CH:36][CH:37]=[C:17]([C:14]([C:12]#[N:13])([CH3:15])[CH3:16])[CH:18]=2)[CH:28]=[CH:27][C:26]=1[CH3:29])=[O:34].